From a dataset of Forward reaction prediction with 1.9M reactions from USPTO patents (1976-2016). Predict the product of the given reaction. (1) Given the reactants [CH2:1]([NH:3][C:4]1[C:5]([NH2:11])=[N:6][CH:7]=[N:8][C:9]=1[Cl:10])[CH3:2].[O:12]1CCOC[CH2:13]1, predict the reaction product. The product is: [CH2:1]([N:3]1[C:4]2[C:5](=[N:6][CH:7]=[N:8][C:9]=2[Cl:10])[NH:11][C:13]1=[O:12])[CH3:2]. (2) Given the reactants [OH:1][C:2]([C:9](=[O:27])[NH:10][C@@H:11]1[C:17](=[O:18])[NH:16][C:15]2[CH:19]=[CH:20][CH:21]=[CH:22][C:14]=2[C:13]2[CH:23]=[CH:24][CH:25]=[CH:26][C:12]1=2)([CH2:6][CH2:7][CH3:8])[C:3](O)=[O:4].[F:28][C:29]([F:36])([C:32]([F:35])([F:34])[F:33])[CH2:30]N.O.O[N:39]1C2C=CC=CC=2N=N1.C(N(C(C)C)CC)(C)C.Cl.CN(C)CCCN=C=NCC, predict the reaction product. The product is: [OH:1][C:2]([CH2:6][CH2:7][CH3:8])([C:3]([NH2:39])=[O:4])[C:9]([N:10]([C@@H:11]1[C:17](=[O:18])[NH:16][C:15]2[CH:19]=[CH:20][CH:21]=[CH:22][C:14]=2[C:13]2[CH:23]=[CH:24][CH:25]=[CH:26][C:12]1=2)[CH2:30][C:29]([F:36])([F:28])[C:32]([F:35])([F:34])[F:33])=[O:27]. (3) Given the reactants [C:1]([O:5][C:6]([N:8]1[CH2:13][CH2:12][N:11]([C:14]2[O:15][C:16]3[C:22]([C:23](O)=[O:24])=[CH:21][C:20]([Cl:26])=[CH:19][C:17]=3[N:18]=2)[C@@H:10]([CH3:27])[CH2:9]1)=[O:7])([CH3:4])([CH3:3])[CH3:2].C1C=CC2N(O)N=NC=2C=1.[CH3:38][NH:39][CH3:40].O, predict the reaction product. The product is: [C:1]([O:5][C:6]([N:8]1[CH2:13][CH2:12][N:11]([C:14]2[O:15][C:16]3[C:22]([C:23]([N:39]([CH3:40])[CH3:38])=[O:24])=[CH:21][C:20]([Cl:26])=[CH:19][C:17]=3[N:18]=2)[C@@H:10]([CH3:27])[CH2:9]1)=[O:7])([CH3:3])([CH3:2])[CH3:4]. (4) Given the reactants [CH2:1]([N:3]([CH2:12][CH3:13])[C:4]1[CH:9]=[CH:8][C:7]([NH2:10])=[CH:6][C:5]=1[F:11])[CH3:2].C[Al](C)C.N#N.[NH:20](/[C:24](/[CH3:30])=[CH:25]\[C:26](OC)=[O:27])[C:21]([CH3:23])=O, predict the reaction product. The product is: [CH2:12]([N:3]([CH2:1][CH3:2])[C:4]1[CH:9]=[CH:8][C:7]([N:10]2[C:26](=[O:27])[CH:25]=[C:24]([CH3:30])[N:20]=[C:21]2[CH3:23])=[CH:6][C:5]=1[F:11])[CH3:13]. (5) Given the reactants [C:1]([N-:5][CH:6]=[CH:7][N-:8][C:9]([CH3:12])([CH3:11])[CH3:10])([CH3:4])([CH3:3])[CH3:2].[Li+].[Li+].[Cl:15][SiH:16](Cl)Cl, predict the reaction product. The product is: [Cl:15][SiH:16]1[N:5]([C:1]([CH3:3])([CH3:4])[CH3:2])[CH:6]=[CH:7][N:8]1[C:9]([CH3:12])([CH3:11])[CH3:10].